This data is from Reaction yield outcomes from USPTO patents with 853,638 reactions. The task is: Predict the reaction yield, written as a fraction of the theoretical maximum amount of product (1.0 means a 100% yield; for example, 0.34 means a 34% yield). The reactants are [Cl:1][C:2]1[CH:10]=[CH:9][C:8]([CH:11]2[CH2:15][CH2:14][CH:13]=[CH:12]2)=[CH:7][C:3]=1[C:4](O)=[O:5].ClC(OC(C)C)=O.CC[N:25](C(C)C)C(C)C.N. The catalyst is C1COCC1. The product is [Cl:1][C:2]1[CH:10]=[CH:9][C:8]([CH:11]2[CH2:15][CH2:14][CH:13]=[CH:12]2)=[CH:7][C:3]=1[C:4]([NH2:25])=[O:5]. The yield is 0.680.